This data is from Reaction yield outcomes from USPTO patents with 853,638 reactions. The task is: Predict the reaction yield, written as a fraction of the theoretical maximum amount of product (1.0 means a 100% yield; for example, 0.34 means a 34% yield). (1) The reactants are [CH:1]([O:4][C:5]([N:7]1[CH2:12][CH2:11][CH:10]([OH:13])[CH2:9][CH2:8]1)=[O:6])([CH3:3])[CH3:2].[H-].[Na+].[Cl:16][C:17]1[C:22]([CH3:23])=[C:21](Cl)[CH:20]=[CH:19][N:18]=1. The catalyst is CC(N(C)C)=O.CCOCC. The product is [CH:1]([O:4][C:5]([N:7]1[CH2:8][CH2:9][CH:10]([O:13][C:21]2[CH:20]=[CH:19][N:18]=[C:17]([Cl:16])[C:22]=2[CH3:23])[CH2:11][CH2:12]1)=[O:6])([CH3:3])[CH3:2]. The yield is 0.270. (2) The reactants are [OH:1][C:2]1[C:7]([O:8][CH2:9][CH2:10][O:11][CH2:12][CH2:13][O:14][CH3:15])=[CH:6][CH:5]=[CH:4][C:3]=1[C:16]1[NH:17][CH2:18][C:19]([CH3:25])([C:21]([O:23]C)=[O:22])[N:20]=1.[OH-].[Na+]. The catalyst is CO.O. The product is [OH:1][C:2]1[C:7]([O:8][CH2:9][CH2:10][O:11][CH2:12][CH2:13][O:14][CH3:15])=[CH:6][CH:5]=[CH:4][C:3]=1[C:16]1[NH:17][CH2:18][C:19]([CH3:25])([C:21]([OH:23])=[O:22])[N:20]=1. The yield is 0.600. (3) The reactants are O.O.[Sn](Cl)Cl.[N+:6]([C:9]1[CH:10]=[C:11]([C:19]([F:22])([F:21])[F:20])[C:12]([CH:15]([CH3:18])[C:16]#[N:17])=[N:13][CH:14]=1)([O-])=O. The catalyst is CC(=O)OCC. The product is [NH2:6][C:9]1[CH:10]=[C:11]([C:19]([F:22])([F:20])[F:21])[C:12]([CH:15]([CH3:18])[C:16]#[N:17])=[N:13][CH:14]=1. The yield is 0.850. (4) The reactants are [H-].[Na+].[C:3]([C:7]1[CH:8]=[C:9]2[C:14](=[C:15]([F:17])[CH:16]=1)[C:13](=[O:18])[NH:12][N:11]=[CH:10]2)([CH3:6])([CH3:5])[CH3:4].[Br:19][C:20]1[CH:25]=[CH:24][C:23]([CH2:26]Br)=[C:22]([F:28])[CH:21]=1.O. The catalyst is CN(C=O)C. The product is [Br:19][C:20]1[CH:25]=[CH:24][C:23]([CH2:26][N:12]2[N:11]=[CH:10][C:9]3[C:14](=[C:15]([F:17])[CH:16]=[C:7]([C:3]([CH3:6])([CH3:4])[CH3:5])[CH:8]=3)[C:13]2=[O:18])=[C:22]([F:28])[CH:21]=1. The yield is 0.410.